From a dataset of Catalyst prediction with 721,799 reactions and 888 catalyst types from USPTO. Predict which catalyst facilitates the given reaction. (1) Reactant: [F:1][C:2]1[C:3]([CH:14]=[CH2:15])=[C:4]([CH:12]=[O:13])[CH:5]=[C:6]2[C:10]=1[N:9]([CH3:11])[CH:8]=[CH:7]2.[CH2:16]([Mg]Br)[CH2:17][CH:18]=[CH2:19]. Product: [F:1][C:2]1[C:3]([CH:14]=[CH2:15])=[C:4]([CH:12]([OH:13])[CH2:19][CH2:18][CH:17]=[CH2:16])[CH:5]=[C:6]2[C:10]=1[N:9]([CH3:11])[CH:8]=[CH:7]2. The catalyst class is: 1. (2) Reactant: [F:1][C:2]1[CH:7]=[CH:6][C:5]([C:8]2([CH2:14]I)[CH2:13][CH2:12][O:11][CH2:10][CH2:9]2)=[CH:4][N:3]=1.CCC(C)[BH-](C(C)CC)C(C)CC.[Na+].O. Product: [F:1][C:2]1[CH:7]=[CH:6][C:5]([C:8]2([CH3:14])[CH2:13][CH2:12][O:11][CH2:10][CH2:9]2)=[CH:4][N:3]=1. The catalyst class is: 1.